Dataset: Forward reaction prediction with 1.9M reactions from USPTO patents (1976-2016). Task: Predict the product of the given reaction. (1) Given the reactants [C:1]([O:5][C:6](=[O:24])[NH:7][C:8]1[CH:13]=[CH:12][C:11]([C:14]2[CH:19]=[CH:18][C:17]([Cl:20])=[CH:16][CH:15]=2)=[CH:10][C:9]=1[N+:21]([O-])=O)([CH3:4])([CH3:3])[CH3:2], predict the reaction product. The product is: [C:1]([O:5][C:6](=[O:24])[NH:7][C:8]1[CH:13]=[CH:12][C:11]([C:14]2[CH:15]=[CH:16][C:17]([Cl:20])=[CH:18][CH:19]=2)=[CH:10][C:9]=1[NH2:21])([CH3:4])([CH3:2])[CH3:3]. (2) Given the reactants [Cl:1][C:2]1[C:19]([F:20])=[CH:18][C:5]([C:6]([NH:8][C:9]2[CH:13]=[CH:12][S:11][C:10]=2[C:14]([O:16]C)=[O:15])=[O:7])=[C:4]([F:21])[CH:3]=1.CO.[OH-].[Na+], predict the reaction product. The product is: [Cl:1][C:2]1[C:19]([F:20])=[CH:18][C:5]([C:6]([NH:8][C:9]2[CH:13]=[CH:12][S:11][C:10]=2[C:14]([OH:16])=[O:15])=[O:7])=[C:4]([F:21])[CH:3]=1. (3) Given the reactants [Cl:1][C:2]1[N:7]=[CH:6][C:5]([CH2:8][N:9]2[C:13]3=[C:14]([N+:19]([O-:21])=[O:20])[CH2:15][CH2:16][C:17](=O)[N:12]3[CH2:11][CH2:10]2)=[CH:4][CH:3]=1.Cl.[NH2:23][OH:24].[OH-].[K+], predict the reaction product. The product is: [Cl:1][C:2]1[N:7]=[CH:6][C:5]([CH2:8][N:9]2[C:13]3=[C:14]([N+:19]([O-:21])=[O:20])[CH2:15][CH2:16]/[C:17](=[N:23]\[OH:24])/[N:12]3[CH2:11][CH2:10]2)=[CH:4][CH:3]=1. (4) Given the reactants B.O1CCCC1.[Cl:7][C:8]1[CH:16]=[C:15]([Cl:17])[C:14]([O:18][CH3:19])=[CH:13][C:9]=1[C:10](O)=[O:11].O, predict the reaction product. The product is: [Cl:7][C:8]1[CH:16]=[C:15]([Cl:17])[C:14]([O:18][CH3:19])=[CH:13][C:9]=1[CH2:10][OH:11].